Dataset: Full USPTO retrosynthesis dataset with 1.9M reactions from patents (1976-2016). Task: Predict the reactants needed to synthesize the given product. Given the product [Cl:14][C:10]1[CH:9]=[C:8]([C:6]2[CH:5]=[CH:4][N:3]=[C:2]([NH:21][CH2:20][CH:17]3[CH2:18][CH2:19][O:15][CH2:16]3)[N:7]=2)[CH:13]=[CH:12][N:11]=1, predict the reactants needed to synthesize it. The reactants are: Cl[C:2]1[N:7]=[C:6]([C:8]2[CH:13]=[CH:12][N:11]=[C:10]([Cl:14])[CH:9]=2)[CH:5]=[CH:4][N:3]=1.[O:15]1[CH2:19][CH2:18][CH:17]([CH2:20][NH2:21])[CH2:16]1.